Dataset: Full USPTO retrosynthesis dataset with 1.9M reactions from patents (1976-2016). Task: Predict the reactants needed to synthesize the given product. (1) Given the product [Cl:31][C:21]1[CH:20]=[C:19]([O:18][CH2:17][C:16]2[S:15][C:14]([C:32]3[CH:37]=[CH:36][C:35]([C:38]([F:40])([F:41])[F:39])=[CH:34][CH:33]=3)=[N:13][C:12]=2[CH2:11][CH2:10][CH2:9][OH:8])[CH:24]=[CH:23][C:22]=1[C:25]1[NH:29][C:28](=[O:30])[O:27][N:26]=1, predict the reactants needed to synthesize it. The reactants are: C([O:8][CH2:9][CH2:10][CH2:11][C:12]1[N:13]=[C:14]([C:32]2[CH:37]=[CH:36][C:35]([C:38]([F:41])([F:40])[F:39])=[CH:34][CH:33]=2)[S:15][C:16]=1[CH2:17][O:18][C:19]1[CH:24]=[CH:23][C:22]([C:25]2[NH:29][C:28](=[O:30])[O:27][N:26]=2)=[C:21]([Cl:31])[CH:20]=1)C1C=CC=CC=1.B(Br)(Br)Br.CO. (2) The reactants are: [CH2:1](Br)[C:2]1[CH:7]=[CH:6][CH:5]=[CH:4][CH:3]=1.[N-:9]=[N+:10]=[N-:11].[Na+]. Given the product [N:9]([CH2:1][C:2]1[CH:7]=[CH:6][CH:5]=[CH:4][CH:3]=1)=[N+:10]=[N-:11], predict the reactants needed to synthesize it. (3) The reactants are: [Cl:1][C:2]1[CH:22]=[C:21]([Cl:23])[CH:20]=[CH:19][C:3]=1[O:4][C:5]1[C:10]([CH2:11][CH2:12][CH2:13][OH:14])=[CH:9][CH:8]=[C:7]([O:15][CH:16]([CH3:18])[CH3:17])[N:6]=1.[CH3:24][N:25]1[CH:29]=[C:28]([CH2:30][C:31]([O:33]C)=[O:32])[C:27](O)=[N:26]1.C(P(CCCC)CCCC)CCC.N(C(N1CCCCC1)=O)=NC(N1CCCCC1)=O.O1CCCC1CO.[OH-].[Na+].Cl. Given the product [Cl:1][C:2]1[CH:22]=[C:21]([Cl:23])[CH:20]=[CH:19][C:3]=1[O:4][C:5]1[C:10]([CH2:11][CH2:12][CH2:13][O:14][C:27]2[C:28]([CH2:30][C:31]([OH:33])=[O:32])=[CH:29][N:25]([CH3:24])[N:26]=2)=[CH:9][CH:8]=[C:7]([O:15][CH:16]([CH3:18])[CH3:17])[N:6]=1, predict the reactants needed to synthesize it.